This data is from Merck oncology drug combination screen with 23,052 pairs across 39 cell lines. The task is: Regression. Given two drug SMILES strings and cell line genomic features, predict the synergy score measuring deviation from expected non-interaction effect. Drug 1: CS(=O)(=O)CCNCc1ccc(-c2ccc3ncnc(Nc4ccc(OCc5cccc(F)c5)c(Cl)c4)c3c2)o1. Drug 2: CNC(=O)c1cc(Oc2ccc(NC(=O)Nc3ccc(Cl)c(C(F)(F)F)c3)cc2)ccn1. Cell line: KPL1. Synergy scores: synergy=-0.528.